Dataset: NCI-60 drug combinations with 297,098 pairs across 59 cell lines. Task: Regression. Given two drug SMILES strings and cell line genomic features, predict the synergy score measuring deviation from expected non-interaction effect. (1) Drug 1: C1CC(=O)NC(=O)C1N2C(=O)C3=CC=CC=C3C2=O. Cell line: SF-268. Synergy scores: CSS=13.9, Synergy_ZIP=-0.436, Synergy_Bliss=3.63, Synergy_Loewe=-1.92, Synergy_HSA=2.01. Drug 2: C(CN)CNCCSP(=O)(O)O. (2) Synergy scores: CSS=43.3, Synergy_ZIP=-12.4, Synergy_Bliss=-13.1, Synergy_Loewe=-6.09, Synergy_HSA=-5.12. Cell line: MCF7. Drug 1: CC1=C2C(C(=O)C3(C(CC4C(C3C(C(C2(C)C)(CC1OC(=O)C(C(C5=CC=CC=C5)NC(=O)C6=CC=CC=C6)O)O)OC(=O)C7=CC=CC=C7)(CO4)OC(=O)C)O)C)OC(=O)C. Drug 2: C1=NC2=C(N1)C(=S)N=CN2. (3) Drug 1: CN(C)C1=NC(=NC(=N1)N(C)C)N(C)C. Drug 2: C1CC(=O)NC(=O)C1N2C(=O)C3=CC=CC=C3C2=O. Cell line: K-562. Synergy scores: CSS=-9.07, Synergy_ZIP=2.22, Synergy_Bliss=-6.84, Synergy_Loewe=-12.5, Synergy_HSA=-11.3. (4) Drug 1: CN(C)N=NC1=C(NC=N1)C(=O)N. Drug 2: C1=NNC2=C1C(=O)NC=N2. Cell line: TK-10. Synergy scores: CSS=-0.634, Synergy_ZIP=-0.263, Synergy_Bliss=-0.168, Synergy_Loewe=-2.88, Synergy_HSA=-2.52. (5) Drug 1: CS(=O)(=O)CCNCC1=CC=C(O1)C2=CC3=C(C=C2)N=CN=C3NC4=CC(=C(C=C4)OCC5=CC(=CC=C5)F)Cl. Drug 2: COC1=C2C(=CC3=C1OC=C3)C=CC(=O)O2. Cell line: T-47D. Synergy scores: CSS=4.27, Synergy_ZIP=-2.15, Synergy_Bliss=0.402, Synergy_Loewe=1.01, Synergy_HSA=1.35. (6) Drug 1: COC1=C2C(=CC3=C1OC=C3)C=CC(=O)O2. Drug 2: C1CNP(=O)(OC1)N(CCCl)CCCl. Cell line: SN12C. Synergy scores: CSS=-3.61, Synergy_ZIP=-0.236, Synergy_Bliss=-9.02, Synergy_Loewe=-10.9, Synergy_HSA=-12.5. (7) Drug 1: CN(C)C1=NC(=NC(=N1)N(C)C)N(C)C. Drug 2: C1CNP(=O)(OC1)N(CCCl)CCCl. Cell line: SW-620. Synergy scores: CSS=-9.09, Synergy_ZIP=0.0989, Synergy_Bliss=-7.03, Synergy_Loewe=-10.1, Synergy_HSA=-10.2. (8) Drug 2: C#CCC(CC1=CN=C2C(=N1)C(=NC(=N2)N)N)C3=CC=C(C=C3)C(=O)NC(CCC(=O)O)C(=O)O. Synergy scores: CSS=38.6, Synergy_ZIP=5.92, Synergy_Bliss=6.42, Synergy_Loewe=6.88, Synergy_HSA=6.88. Drug 1: C1=C(C(=O)NC(=O)N1)F. Cell line: NCI-H322M.